This data is from Catalyst prediction with 721,799 reactions and 888 catalyst types from USPTO. The task is: Predict which catalyst facilitates the given reaction. (1) Reactant: Cl[CH2:2][C:3]1[CH:8]=[CH:7][N:6]=[C:5]([C:9]2[CH:14]=[CH:13][CH:12]=[CH:11][CH:10]=2)[N:4]=1.[C-:15]#[N:16].[Na+]. Product: [C:9]1([C:5]2[N:4]=[C:3]([CH2:2][C:15]#[N:16])[CH:8]=[CH:7][N:6]=2)[CH:14]=[CH:13][CH:12]=[CH:11][CH:10]=1. The catalyst class is: 88. (2) Reactant: BrCCC[N:5]1[C:9](=[O:10])[C:8]2=[CH:11][CH:12]=[CH:13][CH:14]=[C:7]2[C:6]1=[O:15].C(=O)([O-])[O-].[K+].[K+].O.C(OCC)(=O)C. Product: [C:9]1(=[O:10])[NH:5][C:6](=[O:15])[C:7]2=[CH:14][CH:13]=[CH:12][CH:11]=[C:8]12. The catalyst class is: 9.